Dataset: Reaction yield outcomes from USPTO patents with 853,638 reactions. Task: Predict the reaction yield, written as a fraction of the theoretical maximum amount of product (1.0 means a 100% yield; for example, 0.34 means a 34% yield). (1) The reactants are CN(C(ON1N=NC2C=CC=NC1=2)=[N+](C)C)C.F[P-](F)(F)(F)(F)F.Cl.[F:26][C:27]1[CH:28]=[C:29]([NH:40][C:41]([C@H:43]2[C:52]3[C:47](=[CH:48][C:49]([O:53][CH2:54][CH3:55])=[CH:50][CH:51]=3)[CH2:46][CH2:45][NH:44]2)=[O:42])[CH:30]=[C:31]([F:39])[C:32]=1[C:33]([CH3:38])([CH3:37])[CH2:34][O:35][CH3:36].[C:56]([O:60][C:61](=[O:70])[CH2:62][C@@H:63]1[CH2:66][C@H:65]([C:67](O)=[O:68])[CH2:64]1)([CH3:59])([CH3:58])[CH3:57].CCN(C(C)C)C(C)C. The catalyst is CN(C=O)C.O. The product is [F:26][C:27]1[CH:28]=[C:29]([NH:40][C:41]([C@H:43]2[C:52]3[C:47](=[CH:48][C:49]([O:53][CH2:54][CH3:55])=[CH:50][CH:51]=3)[CH2:46][CH2:45][N:44]2[C:67]([C@@H:65]2[CH2:64][C@H:63]([CH2:62][C:61]([O:60][C:56]([CH3:59])([CH3:58])[CH3:57])=[O:70])[CH2:66]2)=[O:68])=[O:42])[CH:30]=[C:31]([F:39])[C:32]=1[C:33]([CH3:37])([CH3:38])[CH2:34][O:35][CH3:36]. The yield is 1.00. (2) The product is [Br:20][CH2:1][C:2]1[C:11]2[C:6](=[CH:7][CH:8]=[CH:9][C:10]=2[CH3:12])[CH:5]=[CH:4][CH:3]=1. The yield is 0.280. The catalyst is C(Cl)(Cl)(Cl)Cl. The reactants are [CH3:1][C:2]1[C:11]2[C:6](=[CH:7][CH:8]=[CH:9][C:10]=2[CH3:12])[CH:5]=[CH:4][CH:3]=1.C1C(=O)N([Br:20])C(=O)C1.CC(N=NC(C#N)(C)C)(C#N)C. (3) The reactants are [C:1]([O:5][C:6]([NH:8][C@@H:9]([CH2:13][CH2:14][C:15]([O:17][CH3:18])=[O:16])[C:10](O)=[O:11])=[O:7])([CH3:4])([CH3:3])[CH3:2].CN1CCOCC1.ClC(OCC)=O.[BH4-].[Na+]. The catalyst is C1COCC1. The product is [C:1]([O:5][C:6]([NH:8][C@H:9]([CH2:10][OH:11])[CH2:13][CH2:14][C:15]([O:17][CH3:18])=[O:16])=[O:7])([CH3:3])([CH3:2])[CH3:4]. The yield is 0.610. (4) The reactants are [H-].[H-].[H-].[H-].[Li+].[Al+3].[CH2:7]([C:9]1[CH:10]=[C:11]([C:15](OC)=[O:16])[CH:12]=[N:13][CH:14]=1)[CH3:8]. The catalyst is C1COCC1. The product is [CH2:7]([C:9]1[CH:10]=[C:11]([CH2:15][OH:16])[CH:12]=[N:13][CH:14]=1)[CH3:8]. The yield is 0.950. (5) The reactants are [NH2:1][C:2]1[C:7]([S:8](Cl)(=[O:10])=[O:9])=[CH:6][C:5]([CH3:12])=[CH:4][N:3]=1.[OH-].[NH4+:14]. No catalyst specified. The product is [NH2:1][C:2]1[C:7]([S:8]([NH2:14])(=[O:10])=[O:9])=[CH:6][C:5]([CH3:12])=[CH:4][N:3]=1. The yield is 1.00. (6) The reactants are C1(P(=O)(C2C=CC=CC=2)C2C=CC=CC=2)C=CC=CC=1.FC(F)(F)S(OS(C(F)(F)F)(=O)=O)(=O)=O.CO[C:38](=[O:77])[C@H:39]([CH2:68][S:69]CC1C=CC=CC=1)[NH:40][C:41]([C:43]1[NH:44][C:45]2[C:50]([CH:51]=1)=[CH:49][C:48]([O:52][CH2:53][CH2:54][O:55][CH3:56])=[CH:47][C:46]=2[N:57]([CH3:67])[S:58]([C:61]1[CH:66]=[CH:65][CH:64]=[CH:63][N:62]=1)(=[O:60])=[O:59])=O.C1(SC)C=CC=CC=1.C(=O)([O-])O.[Na+].COCCOC1C=C2C(=C(N(C)S(C3C=CC=CN=3)(=O)=O)C=1)NC(C1SC[C@@H](C(OC)=O)N=1)=C2.[BH4-].[Na+]. The catalyst is ClCCl.O1CCCC1.O.CO. The product is [OH:77][CH2:38][C@@H:39]1[CH2:68][S:69][C:41]([C:43]2[NH:44][C:45]3[C:50]([CH:51]=2)=[CH:49][C:48]([O:52][CH2:53][CH2:54][O:55][CH3:56])=[CH:47][C:46]=3[N:57]([CH3:67])[S:58]([C:61]2[CH:66]=[CH:65][CH:64]=[CH:63][N:62]=2)(=[O:59])=[O:60])=[N:40]1. The yield is 0.360.